Dataset: Full USPTO retrosynthesis dataset with 1.9M reactions from patents (1976-2016). Task: Predict the reactants needed to synthesize the given product. (1) Given the product [Cl:19][CH2:20][CH2:21][CH2:22][N:8]1[C:7]2[C:2]([CH3:1])=[CH:3][CH:4]=[CH:5][C:6]=2[O:11][CH2:10][C:9]1=[O:12], predict the reactants needed to synthesize it. The reactants are: [CH3:1][C:2]1[C:7]2[NH:8][C:9](=[O:12])[CH2:10][O:11][C:6]=2[CH:5]=[CH:4][CH:3]=1.C([O-])([O-])=O.[Cs+].[Cs+].[Cl:19][CH2:20][CH2:21][CH2:22]I. (2) Given the product [CH:30]12[O:31][C:28]1([C:25]1[N:26]=[CH:27][C:22]([C:13]3[CH:14]=[C:15]([C:16]4[CH:21]=[CH:20][CH:19]=[CH:18][N:17]=4)[C:9]4[S:8][C:7]([NH:6][C:4]([NH:3][CH2:1][CH3:2])=[O:5])=[N:11][C:10]=4[CH:12]=3)=[CH:23][N:24]=1)[CH2:29][CH2:43][O:42][CH2:41]2, predict the reactants needed to synthesize it. The reactants are: [CH2:1]([NH:3][C:4]([NH:6][C:7]1[S:8][C:9]2[C:15]([C:16]3[CH:21]=[CH:20][CH:19]=[CH:18][N:17]=3)=[CH:14][C:13]([C:22]3[CH:23]=[N:24][C:25]([C:28]([OH:31])([CH3:30])[CH3:29])=[N:26][CH:27]=3)=[CH:12][C:10]=2[N:11]=1)=[O:5])[CH3:2].BrC1C=NC(C23OC2[CH2:43][O:42][CH2:41]C3)=NC=1.C([O-])([O-])=O.[Cs+].[Cs+]. (3) Given the product [CH3:21][O:22][C:23](=[O:33])[C:24]1[CH:29]=[C:28]([Br:1])[CH:27]=[CH:26][C:25]=1[CH2:31][Br:32], predict the reactants needed to synthesize it. The reactants are: [Br:1]N1C(=O)CCC1=O.CC(N=NC(C#N)(C)C)(C#N)C.[CH3:21][O:22][C:23](=[O:33])[C:24]1[CH:29]=[CH:28][CH:27]=[C:26](Br)[C:25]=1[CH2:31][Br:32]. (4) Given the product [C:1]1([N:7]2[C:11]3=[N:12][CH:13]=[N:14][C:15]([NH:16][N:17]=[CH:18][C:19]4[CH:20]=[CH:21][C:22]([C:23]([N:35]5[CH2:36][CH2:37][N:32]([CH2:31][CH2:30][N:29]([CH3:38])[CH3:28])[CH2:33][CH2:34]5)=[O:24])=[CH:26][CH:27]=4)=[C:10]3[CH:9]=[N:8]2)[CH:2]=[CH:3][CH:4]=[CH:5][CH:6]=1, predict the reactants needed to synthesize it. The reactants are: [C:1]1([N:7]2[C:11]3=[N:12][CH:13]=[N:14][C:15]([NH:16]/[N:17]=[CH:18]/[C:19]4[CH:27]=[CH:26][C:22]([C:23](O)=[O:24])=[CH:21][CH:20]=4)=[C:10]3[CH:9]=[N:8]2)[CH:6]=[CH:5][CH:4]=[CH:3][CH:2]=1.[CH3:28][N:29]([CH3:38])[CH2:30][CH2:31][N:32]1[CH2:37][CH2:36][NH:35][CH2:34][CH2:33]1.C1(N2C3=NC=NC(N/N=C/C4C=CC(C(NCCCN5CCCC5)=O)=CC=4)=C3C=N2)C=CC=CC=1. (5) Given the product [NH2:1][C:2]1[CH:3]=[C:4]([C:5]([N:16]2[C@@H:17]3[C@@H:22]([C:21]4[CH:23]=[CH:24][CH:25]=[CH:26][C:20]=4[CH2:19][CH2:18]3)[CH2:13][CH2:14][CH2:15]2)=[O:7])[CH:8]=[CH:9][C:10]=1[O:11][CH3:12], predict the reactants needed to synthesize it. The reactants are: [NH2:1][C:2]1[CH:3]=[C:4]([CH:8]=[CH:9][C:10]=1[O:11][CH3:12])[C:5]([OH:7])=O.[CH2:13]1[C@H:22]2[C@H:17]([CH2:18][CH2:19][C:20]3[CH:26]=[CH:25][CH:24]=[CH:23][C:21]=32)[NH:16][CH2:15][CH2:14]1.F[P-](F)(F)(F)(F)F.N1(OC(N(C)C)=[N+](C)C)C2N=CC=CC=2N=N1. (6) Given the product [Cl:1][CH2:8][CH:7]1[CH2:6][CH2:5][CH2:4][C:3](=[O:9])[CH2:2]1, predict the reactants needed to synthesize it. The reactants are: [ClH:1].[CH3:2][C:3](=[O:9])[CH2:4][CH2:5][CH2:6][CH2:7][CH3:8]. (7) Given the product [CH2:7]([N:8]1[C:12]([CH:13]([OH:17])[CH:14]([CH3:16])[CH3:15])=[N:11][CH:10]=[N:9]1)[C:1]1[CH:2]=[CH:3][CH:4]=[CH:5][CH:6]=1, predict the reactants needed to synthesize it. The reactants are: [C:1]1([CH2:7][N:8]2[CH:12]=[N:11][CH:10]=[N:9]2)[CH:6]=[CH:5][CH:4]=[CH:3][CH:2]=1.[CH:13](=[O:17])[CH:14]([CH3:16])[CH3:15].